Dataset: Full USPTO retrosynthesis dataset with 1.9M reactions from patents (1976-2016). Task: Predict the reactants needed to synthesize the given product. (1) Given the product [OH:35][C:36]([C:51]1[CH:56]=[CH:55][CH:54]=[CH:53][CH:52]=1)([C:45]1[CH:50]=[CH:49][CH:48]=[CH:47][CH:46]=1)[C:37]1[S:41][C:40]([C:42]([NH:1][C@@H:2]([CH2:10][CH2:11][CH2:12][NH:13][C:14]([NH:16][S:17]([C:20]2[C:21]([CH3:34])=[C:22]3[C:27](=[C:28]([CH3:31])[C:29]=2[CH3:30])[O:26][C:25]([CH3:33])([CH3:32])[CH2:24][CH2:23]3)(=[O:18])=[O:19])=[NH:15])[C:3]([O:5][C:6]([CH3:7])([CH3:8])[CH3:9])=[O:4])=[O:43])=[CH:39][CH:38]=1, predict the reactants needed to synthesize it. The reactants are: [NH2:1][C@@H:2]([CH2:10][CH2:11][CH2:12][NH:13][C:14]([NH:16][S:17]([C:20]1[C:21]([CH3:34])=[C:22]2[C:27](=[C:28]([CH3:31])[C:29]=1[CH3:30])[O:26][C:25]([CH3:33])([CH3:32])[CH2:24][CH2:23]2)(=[O:19])=[O:18])=[NH:15])[C:3]([O:5][C:6]([CH3:9])([CH3:8])[CH3:7])=[O:4].[OH:35][C:36]([C:51]1[CH:56]=[CH:55][CH:54]=[CH:53][CH:52]=1)([C:45]1[CH:50]=[CH:49][CH:48]=[CH:47][CH:46]=1)[C:37]1[S:41][C:40]([C:42](O)=[O:43])=[CH:39][CH:38]=1.CN(C(ON1N=NC2C=CC=CC1=2)=[N+](C)C)C.F[P-](F)(F)(F)(F)F.CCN(C(C)C)C(C)C. (2) Given the product [F:1][CH:2]([F:18])[O:3][C:4]1[C:9]2[O:10][CH:11]([CH3:15])[C:12](=[O:14])[NH:13][C:8]=2[CH:7]=[C:6]([CH2:16][N:31]2[CH2:30][CH2:29][N:28]([C:25]3[CH:26]=[CH:27][C:22]([C:21]([NH:20][CH3:19])=[O:35])=[CH:23][C:24]=3[CH3:34])[CH2:33][CH2:32]2)[CH:5]=1, predict the reactants needed to synthesize it. The reactants are: [F:1][CH:2]([F:18])[O:3][C:4]1[C:9]2[O:10][CH:11]([CH3:15])[C:12](=[O:14])[NH:13][C:8]=2[CH:7]=[C:6]([CH:16]=O)[CH:5]=1.[CH3:19][NH:20][C:21](=[O:35])[C:22]1[CH:27]=[CH:26][C:25]([N:28]2[CH2:33][CH2:32][NH:31][CH2:30][CH2:29]2)=[C:24]([CH3:34])[CH:23]=1. (3) Given the product [CH:9]1([C:8]2[N:4]([CH:1]3[CH2:3][CH2:2]3)[C:5]([C:12]([CH3:13])([N:15]3[CH:18]=[CH:22][CH:21]=[CH:20]3)[CH3:14])=[N:6][N:7]=2)[CH2:11][CH2:10]1, predict the reactants needed to synthesize it. The reactants are: [CH:1]1([N:4]2[C:8]([CH:9]3[CH2:11][CH2:10]3)=[N:7][N:6]=[C:5]2[C:12]([NH2:15])([CH3:14])[CH3:13])[CH2:3][CH2:2]1.CO[CH:18]1[CH2:22][CH2:21][CH:20](OC)O1.[OH-].[Na+]. (4) Given the product [CH3:6][NH:7][C:8]1[N:13]=[C:12]([CH2:14][CH2:15][O:16][C:17]2[CH:33]=[CH:32][C:31]3[C:22]([CH2:23][CH2:24][C:25]([O:27][CH2:28][CH3:29])=[O:26])=[CH:21][O:20][C:19]=3[CH:18]=2)[CH:11]=[CH:10][CH:9]=1, predict the reactants needed to synthesize it. The reactants are: S(=O)(=O)(O)O.[CH3:6][NH:7][C:8]1[N:13]=[C:12]([CH2:14][CH2:15][O:16][C:17]2[CH:18]=[C:19]([CH:31]=[CH:32][CH:33]=2)[O:20][CH2:21][C:22](=O)[CH2:23][CH2:24][C:25]([O:27][CH2:28][CH3:29])=[O:26])[CH:11]=[CH:10][CH:9]=1.C(=O)([O-])O.[Na+]. (5) Given the product [CH3:5][O:6][C:7]1[CH:26]=[CH:25][C:10]2[NH:11][C:12]([C@H:14]([NH2:24])[CH2:15][C:16]3[CH:21]=[CH:20][C:19]([O:22][CH3:23])=[CH:18][CH:17]=3)=[N:13][C:9]=2[CH:8]=1, predict the reactants needed to synthesize it. The reactants are: N#N.Cl.Cl.[CH3:5][O:6][C:7]1[CH:26]=[CH:25][C:10]2[NH:11][C:12]([C@H:14]([NH2:24])[CH2:15][C:16]3[CH:21]=[CH:20][C:19]([O:22][CH3:23])=[CH:18][CH:17]=3)=[N:13][C:9]=2[CH:8]=1.[OH-].[Na+].